This data is from Forward reaction prediction with 1.9M reactions from USPTO patents (1976-2016). The task is: Predict the product of the given reaction. (1) Given the reactants F[C:2]1[CH:7]=[CH:6][C:5]([S:8]([NH2:11])(=[O:10])=[O:9])=[CH:4][C:3]=1[N+:12]([O-:14])=[O:13].Cl.[NH2:16][CH2:17][C@H:18]1[CH2:23][CH2:22][C@H:21]([C:24]([O:26][CH3:27])=[O:25])[CH2:20][CH2:19]1.C(N(CC)C(C)C)(C)C, predict the reaction product. The product is: [N+:12]([C:3]1[CH:4]=[C:5]([S:8](=[O:10])(=[O:9])[NH2:11])[CH:6]=[CH:7][C:2]=1[NH:16][CH2:17][C@H:18]1[CH2:19][CH2:20][C@H:21]([C:24]([O:26][CH3:27])=[O:25])[CH2:22][CH2:23]1)([O-:14])=[O:13]. (2) Given the reactants Br[C:2]1[CH:10]=[C:9]2[C:5]([C:6]([O:17][CH3:18])=[N:7][N:8]2[C:11]2[CH:16]=[CH:15][CH:14]=[CH:13][CH:12]=2)=[CH:4][CH:3]=1.CC1(C)C(C)(C)OB([C:27]2[CH:32]=[CH:31][C:30]([N:33]3[CH:37]=[CH:36][N:35]=[CH:34]3)=[CH:29][CH:28]=2)O1, predict the reaction product. The product is: [N:33]1([C:30]2[CH:31]=[CH:32][C:27]([C:2]3[CH:10]=[C:9]4[C:5]([C:6]([O:17][CH3:18])=[N:7][N:8]4[C:11]4[CH:16]=[CH:15][CH:14]=[CH:13][CH:12]=4)=[CH:4][CH:3]=3)=[CH:28][CH:29]=2)[CH:37]=[CH:36][N:35]=[CH:34]1. (3) Given the reactants [OH-].[Na+].[C:3]([C:5]1[CH:6]=[C:7]([C:15]2[O:19][N:18]=[C:17]([C:20]3[C:21]([CH3:34])=[C:22]([CH2:26][CH2:27][CH2:28][C:29]([O:31]CC)=[O:30])[CH:23]=[CH:24][CH:25]=3)[N:16]=2)[CH:8]=[CH:9][C:10]=1[O:11][CH:12]([CH3:14])[CH3:13])#[N:4].Cl, predict the reaction product. The product is: [C:3]([C:5]1[CH:6]=[C:7]([C:15]2[O:19][N:18]=[C:17]([C:20]3[C:21]([CH3:34])=[C:22]([CH2:26][CH2:27][CH2:28][C:29]([OH:31])=[O:30])[CH:23]=[CH:24][CH:25]=3)[N:16]=2)[CH:8]=[CH:9][C:10]=1[O:11][CH:12]([CH3:14])[CH3:13])#[N:4]. (4) Given the reactants [N+:1]([C:4]1[CH:12]=[CH:11][C:10]([O:13][CH2:14][CH2:15][CH3:16])=[CH:9][C:5]=1[C:6](O)=[O:7])([O-:3])=[O:2].C[N:18](C=O)C, predict the reaction product. The product is: [N+:1]([C:4]1[CH:12]=[CH:11][C:10]([O:13][CH2:14][CH2:15][CH3:16])=[CH:9][C:5]=1[C:6]([NH2:18])=[O:7])([O-:3])=[O:2]. (5) The product is: [I:29][C:12]1[CH:14]=[CH:15][C:9]([O:8][C:7]2[CH:16]=[CH:17][C:4]([O:3][C:2]([F:19])([F:18])[F:1])=[CH:5][CH:6]=2)=[CH:10][CH:11]=1. Given the reactants [F:1][C:2]([F:19])([F:18])[O:3][C:4]1[CH:17]=[CH:16][C:7]([O:8][C:9]2[CH:15]=[CH:14][C:12](N)=[CH:11][CH:10]=2)=[CH:6][CH:5]=1.OS(O)(=O)=O.N([O-])=O.[Na+].[I-:29].[Na+], predict the reaction product.